This data is from Full USPTO retrosynthesis dataset with 1.9M reactions from patents (1976-2016). The task is: Predict the reactants needed to synthesize the given product. Given the product [N:25]1([C:23]2[N:24]=[C:19]([N:18]3[C:12]4[CH:11]=[C:10]([C:8]5[CH:7]=[N:6][N:5]([CH2:4][CH:1]6[CH2:3][CH2:2]6)[CH:9]=5)[N:15]=[CH:14][C:13]=4[CH:16]=[N:17]3)[CH:20]=[CH:21][CH:22]=2)[CH2:31][CH2:30][CH2:29][NH:28][CH2:27][CH2:26]1, predict the reactants needed to synthesize it. The reactants are: [CH:1]1([CH2:4][N:5]2[CH:9]=[C:8]([C:10]3[N:15]=[CH:14][C:13]4[CH:16]=[N:17][N:18]([C:19]5[N:24]=[C:23]([N:25]6[CH2:31][CH2:30][CH2:29][N:28](C(OC(C)(C)C)=O)[CH2:27][CH2:26]6)[CH:22]=[CH:21][CH:20]=5)[C:12]=4[CH:11]=3)[CH:7]=[N:6]2)[CH2:3][CH2:2]1.